Dataset: Catalyst prediction with 721,799 reactions and 888 catalyst types from USPTO. Task: Predict which catalyst facilitates the given reaction. (1) Reactant: [C:1]([NH:4][C@H:5]1[C@@H:11]([OH:12])[C@H:10]([OH:13])[C@@H:9]([CH2:14][OH:15])[O:8][CH:6]1[OH:7])(=[O:3])[CH3:2].C(O[C:20](=[O:22])[CH3:21])(=O)C. Product: [C:1]([O:7][CH:6]1[O:8][C@H:9]([CH2:14][O:15][C:20](=[O:22])[CH3:21])[C@@H:10]([O:13][C:9](=[O:8])[CH3:10])[C@H:11]([O:12][C:6](=[O:7])[CH3:5])[C@@H:5]1[NH:4][C:1](=[O:3])[CH3:2])(=[O:3])[CH3:2]. The catalyst class is: 383. (2) Reactant: [Cl:1][C:2]1[C:3]([F:25])=[C:4]([CH2:8][N:9]2[CH:13]=[CH:12][C:11]([N:14]3C(=O)C4C(=CC=CC=4)C3=O)=[N:10]2)[CH:5]=[CH:6][CH:7]=1.O.NN. Product: [Cl:1][C:2]1[C:3]([F:25])=[C:4]([CH2:8][N:9]2[CH:13]=[CH:12][C:11]([NH2:14])=[N:10]2)[CH:5]=[CH:6][CH:7]=1. The catalyst class is: 8. (3) Reactant: Cl[CH2:2][CH2:3][CH2:4][S:5]([N:8]1[CH2:13][CH2:12][CH:11]([C:14]2[C:22]3[C:17](=[C:18]([C:29]([NH2:31])=[O:30])[CH:19]=[C:20]([C:23]4[CH:28]=[CH:27][CH:26]=[CH:25][CH:24]=4)[CH:21]=3)[NH:16][N:15]=2)[CH2:10][CH2:9]1)(=[O:7])=[O:6].C([O-])([O-])=O.[K+].[K+].[NH:38]1[CH2:43][CH2:42][NH:41][CH2:40][CH2:39]1.[I-].[Na+]. Product: [C:23]1([C:20]2[CH:21]=[C:22]3[C:17](=[C:18]([C:29]([NH2:31])=[O:30])[CH:19]=2)[NH:16][N:15]=[C:14]3[CH:11]2[CH2:12][CH2:13][N:8]([S:5]([CH2:4][CH2:3][CH2:2][N:38]3[CH2:43][CH2:42][NH:41][CH2:40][CH2:39]3)(=[O:7])=[O:6])[CH2:9][CH2:10]2)[CH:28]=[CH:27][CH:26]=[CH:25][CH:24]=1. The catalyst class is: 10.